From a dataset of CYP2D6 inhibition data for predicting drug metabolism from PubChem BioAssay. Regression/Classification. Given a drug SMILES string, predict its absorption, distribution, metabolism, or excretion properties. Task type varies by dataset: regression for continuous measurements (e.g., permeability, clearance, half-life) or binary classification for categorical outcomes (e.g., BBB penetration, CYP inhibition). Dataset: cyp2d6_veith. (1) The drug is CC(=O)c1[nH]c(C)c(C(C)=O)c1C. The result is 0 (non-inhibitor). (2) The drug is CCOc1[nH]n(-c2ccc(Cl)cc2)c(=O)c1C=Nc1ccc(Cl)cc1. The result is 0 (non-inhibitor). (3) The molecule is O=S(=O)(c1ccccc1)N1CCN(c2cc(-c3ccccc3)nc3ncnn23)CC1. The result is 0 (non-inhibitor). (4) The result is 1 (inhibitor). The compound is O=C(c1cnccn1)N1CCC2(CCN(Cc3ccccc3)CC2)CC1. (5) The molecule is O=C(O)c1ccccc1C(=O)NNc1ccc(Cl)cc1. The result is 0 (non-inhibitor). (6) The compound is COC(=O)[C@@]1(Cc2ccccc2)[C@H]2c3cc(C(=O)N4CCCC4)[nH]c3C[C@H]2CN1C(=O)c1ccccc1. The result is 0 (non-inhibitor).